This data is from Catalyst prediction with 721,799 reactions and 888 catalyst types from USPTO. The task is: Predict which catalyst facilitates the given reaction. (1) Reactant: F[C:2]1[CH:3]=[N:4][CH:5]=[CH:6][C:7]=1[N+:8]([O-:10])=[O:9].[NH2:11][C@@H:12]([CH3:15])[CH2:13][OH:14].C(=O)([O-])[O-].[K+].[K+].O. Product: [N+:8]([C:7]1[CH:6]=[CH:5][N:4]=[CH:3][C:2]=1[NH:11][C@@H:12]([CH3:15])[CH2:13][OH:14])([O-:10])=[O:9]. The catalyst class is: 3. (2) Reactant: Br[C:2]1[CH:3]=[C:4]2[C:8](=[CH:9][CH:10]=1)[CH2:7][N:6]([C:11]([O:13][C:14]([CH3:17])([CH3:16])[CH3:15])=[O:12])[CH2:5]2.[CH3:18][N:19](C=O)C. Product: [C:14]([O:13][C:11]([N:6]1[CH2:5][C:4]2[C:8](=[CH:9][CH:10]=[C:2]([C:18]#[N:19])[CH:3]=2)[CH2:7]1)=[O:12])([CH3:17])([CH3:16])[CH3:15]. The catalyst class is: 267.